Dataset: Forward reaction prediction with 1.9M reactions from USPTO patents (1976-2016). Task: Predict the product of the given reaction. (1) Given the reactants I[C:2]1[C:3]([C:9]([O:11][CH3:12])=[O:10])=[N:4][C:5]([CH3:8])=[CH:6][CH:7]=1.[F:13][C:14]1[CH:19]=[CH:18][C:17](B(O)O)=[CH:16][CH:15]=1.C([O-])([O-])=O.[Na+].[Na+], predict the reaction product. The product is: [F:13][C:14]1[CH:19]=[CH:18][C:17]([C:2]2[C:3]([C:9]([O:11][CH3:12])=[O:10])=[N:4][C:5]([CH3:8])=[CH:6][CH:7]=2)=[CH:16][CH:15]=1. (2) Given the reactants Cl[C:2]1[CH:7]=[C:6]([O:8][C:9]2[C:14]([F:15])=[CH:13][C:12]([NH:16][C:17]([C:19]3([C:22]([NH:24][C:25]4[CH:30]=[CH:29][C:28]([F:31])=[CH:27][CH:26]=4)=[O:23])[CH2:21][CH2:20]3)=[O:18])=[C:11]([F:32])[CH:10]=2)[CH:5]=[CH:4][N:3]=1.[CH:33]1([C:36]([NH2:38])=[O:37])[CH2:35][CH2:34]1.C(=O)([O-])[O-].[Cs+].[Cs+], predict the reaction product. The product is: [CH:33]1([C:36]([NH:38][C:2]2[CH:7]=[C:6]([O:8][C:9]3[C:14]([F:15])=[CH:13][C:12]([NH:16][C:17]([C:19]4([C:22]([NH:24][C:25]5[CH:26]=[CH:27][C:28]([F:31])=[CH:29][CH:30]=5)=[O:23])[CH2:21][CH2:20]4)=[O:18])=[C:11]([F:32])[CH:10]=3)[CH:5]=[CH:4][N:3]=2)=[O:37])[CH2:35][CH2:34]1. (3) The product is: [Si:1]([O:8][C@@H:9]([C@H:11]1[C:14](=[O:15])[NH:13][C@@H:12]1[CH2:16][C:17]([C:19]1[CH:20]=[C:21]([CH2:25][C:26]([NH:39][CH3:37])=[O:27])[CH:22]=[CH:23][CH:24]=1)=[O:18])[CH3:10])([C:4]([CH3:5])([CH3:7])[CH3:6])([CH3:2])[CH3:3]. Given the reactants [Si:1]([O:8][C@@H:9]([C@H:11]1[C:14](=[O:15])[NH:13][C@@H:12]1[CH2:16][C:17]([C:19]1[CH:20]=[C:21]([CH2:25][C:26](O)=[O:27])[CH:22]=[CH:23][CH:24]=1)=[O:18])[CH3:10])([C:4]([CH3:7])([CH3:6])[CH3:5])([CH3:3])[CH3:2].CN.C1COCC1.Cl.[CH2:37]([N:39]=C=NCCCN(C)C)C.[Cl-].[NH4+], predict the reaction product. (4) Given the reactants [N+:1]([C:4]1[CH:5]=[N:6][C:7]2[C:12]([C:13]=1[NH:14][CH2:15][C:16]([CH3:19])([NH2:18])[CH3:17])=[CH:11][CH:10]=[C:9]([C:20]1[CH:25]=[CH:24][CH:23]=[CH:22][CH:21]=1)[CH:8]=2)([O-:3])=[O:2].C(N(CC)CC)C.[CH3:33][S:34](O[S:34]([CH3:33])(=[O:36])=[O:35])(=[O:36])=[O:35], predict the reaction product. The product is: [CH3:17][C:16]([NH:18][S:34]([CH3:33])(=[O:36])=[O:35])([CH3:19])[CH2:15][NH:14][C:13]1[C:12]2[C:7](=[CH:8][C:9]([C:20]3[CH:21]=[CH:22][CH:23]=[CH:24][CH:25]=3)=[CH:10][CH:11]=2)[N:6]=[CH:5][C:4]=1[N+:1]([O-:3])=[O:2]. (5) Given the reactants [CH2:1]([CH:3]([NH:6][C:7]([NH:9][CH:10]([CH2:13][CH3:14])[CH2:11][CH3:12])=[O:8])[CH2:4][CH3:5])[CH3:2].[C:15](Cl)(=[O:20])[CH2:16][C:17](Cl)=[O:18], predict the reaction product. The product is: [CH2:4]([CH:3]([N:6]1[C:17](=[O:18])[CH2:16][C:15](=[O:20])[N:9]([CH:10]([CH2:11][CH3:12])[CH2:13][CH3:14])[C:7]1=[O:8])[CH2:1][CH3:2])[CH3:5]. (6) Given the reactants [C:1]([C:5]1[N:10]=[C:9]([O:11][CH2:12][CH3:13])[C:8]([C:14]2[N:15]([C:35](Cl)=[O:36])[C:16]([C:28]3[CH:33]=[CH:32][C:31]([Cl:34])=[CH:30][CH:29]=3)([CH3:27])[C:17]([C:20]3[CH:25]=[CH:24][C:23]([Cl:26])=[CH:22][CH:21]=3)([CH3:19])[N:18]=2)=[CH:7][N:6]=1)([CH3:4])([CH3:3])[CH3:2].[NH:38]1[CH2:43][CH2:42][NH:41][CH2:40][C:39]1=[O:44], predict the reaction product. The product is: [C:1]([C:5]1[N:10]=[C:9]([O:11][CH2:12][CH3:13])[C:8]([C:14]2[N:15]([C:35]([N:41]3[CH2:42][CH2:43][NH:38][C:39](=[O:44])[CH2:40]3)=[O:36])[C@@:16]([C:28]3[CH:33]=[CH:32][C:31]([Cl:34])=[CH:30][CH:29]=3)([CH3:27])[C@@:17]([C:20]3[CH:25]=[CH:24][C:23]([Cl:26])=[CH:22][CH:21]=3)([CH3:19])[N:18]=2)=[CH:7][N:6]=1)([CH3:2])([CH3:3])[CH3:4]. (7) The product is: [Cl:1][C:2]1[C:3]([N+:10]([O-:12])=[O:11])=[C:4]([NH:5][C:14](=[O:15])[O:16][CH3:17])[CH:6]=[C:7]([Cl:9])[CH:8]=1. Given the reactants [Cl:1][C:2]1[C:3]([N+:10]([O-:12])=[O:11])=[C:4]([CH:6]=[C:7]([Cl:9])[CH:8]=1)[NH2:5].Cl[C:14]([O:16][CH3:17])=[O:15], predict the reaction product. (8) Given the reactants [C:1]1([CH:7]=[CH:8][C:9]([NH:11][C@H:12]([C:14]2[CH:19]=[CH:18][CH:17]=[C:16]([OH:20])[CH:15]=2)[CH3:13])=[O:10])[CH:6]=[CH:5][CH:4]=[CH:3][CH:2]=1.N1C=CC=CC=1.[S:27](O[S:27]([C:30]([F:33])([F:32])[F:31])(=[O:29])=[O:28])([C:30]([F:33])([F:32])[F:31])(=[O:29])=[O:28].O, predict the reaction product. The product is: [C:1]1([CH:7]=[CH:8][C:9]([NH:11][C@H:12]([C:14]2[CH:19]=[CH:18][CH:17]=[C:16]([O:20][S:27]([C:30]([F:33])([F:32])[F:31])(=[O:29])=[O:28])[CH:15]=2)[CH3:13])=[O:10])[CH:6]=[CH:5][CH:4]=[CH:3][CH:2]=1. (9) Given the reactants [F:1][C:2]1[CH:3]=[C:4]([C:8]2[N:13]=[CH:12][C:11]([C:14]([OH:16])=O)=[CH:10][CH:9]=2)[CH:5]=[CH:6][CH:7]=1.CCN=C=NCCCN(C)C.C(Cl)CCl.C1C=CC2N(O)N=NC=2C=1.[F:42][C:43]([F:53])([F:52])[CH2:44][N:45]1[CH2:50][CH2:49][CH:48]([NH2:51])[CH2:47][CH2:46]1.CN1CCOCC1, predict the reaction product. The product is: [F:53][C:43]([F:42])([F:52])[CH2:44][N:45]1[CH2:50][CH2:49][CH:48]([NH2:51])[CH2:47][CH2:46]1.[F:1][C:2]1[CH:3]=[C:4]([C:8]2[CH:9]=[CH:10][C:11]([C:14]([NH:51][CH:48]3[CH2:49][CH2:50][N:45]([CH2:44][C:43]([F:53])([F:42])[F:52])[CH2:46][CH2:47]3)=[O:16])=[CH:12][N:13]=2)[CH:5]=[CH:6][CH:7]=1.